Dataset: Full USPTO retrosynthesis dataset with 1.9M reactions from patents (1976-2016). Task: Predict the reactants needed to synthesize the given product. Given the product [C:15]([N:12]1[CH2:13][CH2:14][N:9]([C:6]2[CH:5]=[CH:4][C:3]([CH:1]=[O:2])=[N:8][CH:7]=2)[CH2:10][CH2:11]1)(=[O:17])[CH3:23], predict the reactants needed to synthesize it. The reactants are: [CH:1]([C:3]1[N:8]=[CH:7][C:6]([N:9]2[CH2:14][CH2:13][N:12]([C:15]([O:17]C(C)(C)C)=O)[CH2:11][CH2:10]2)=[CH:5][CH:4]=1)=[O:2].F[C:23](F)(F)C(O)=O.C(OC(=O)C)(=O)C.C(=O)([O-])O.[Na+].